Regression. Given a peptide amino acid sequence and an MHC pseudo amino acid sequence, predict their binding affinity value. This is MHC class I binding data. From a dataset of Peptide-MHC class I binding affinity with 185,985 pairs from IEDB/IMGT. (1) The peptide sequence is RVYAELAAL. The MHC is HLA-B15:01 with pseudo-sequence HLA-B15:01. The binding affinity (normalized) is 0.662. (2) The peptide sequence is YRSGIIAVV. The MHC is HLA-B45:01 with pseudo-sequence HLA-B45:01. The binding affinity (normalized) is 0. (3) The peptide sequence is STFTFPGIY. The MHC is HLA-B39:01 with pseudo-sequence HLA-B39:01. The binding affinity (normalized) is 0.0847.